From a dataset of Forward reaction prediction with 1.9M reactions from USPTO patents (1976-2016). Predict the product of the given reaction. (1) Given the reactants [Cl:1][C:2]1[C:9]([CH2:10][CH2:11][CH3:12])=[C:8](F)[CH:7]=[CH:6][C:3]=1[C:4]#[N:5].[OH:14][C:15]([C@H:18]1[CH2:22][CH2:21][NH:20][C@H:19]1[CH3:23])([CH3:17])[CH3:16].C(=O)([O-])[O-].[Li+].[Li+], predict the reaction product. The product is: [Cl:1][C:2]1[C:9]([CH2:10][CH2:11][CH3:12])=[C:8]([N:20]2[CH2:21][CH2:22][C@H:18]([C:15]([OH:14])([CH3:17])[CH3:16])[C@@H:19]2[CH3:23])[CH:7]=[CH:6][C:3]=1[C:4]#[N:5]. (2) Given the reactants [CH3:1][N:2]([CH2:14][C:15]([OH:17])=O)[NH:3][C:4](=[O:13])[NH:5][CH2:6][C:7]1[CH:12]=[CH:11][N:10]=[CH:9][CH:8]=1.[NH2:18][C@H:19]([C:28]([N:30]([C@@H:42]([CH3:50])[CH:43]([O:47][CH2:48][CH3:49])[O:44][CH2:45][CH3:46])[CH2:31][C:32]1[C:41]2[C:36](=[CH:37][CH:38]=[CH:39][CH:40]=2)[CH:35]=[CH:34][CH:33]=1)=[O:29])[CH2:20][C:21]([O:23][C:24]([CH3:27])([CH3:26])[CH3:25])=[O:22], predict the reaction product. The product is: [CH2:45]([O:44][CH:43]([O:47][CH2:48][CH3:49])[C@@H:42]([N:30]([CH2:31][C:32]1[C:41]2[C:36](=[CH:37][CH:38]=[CH:39][CH:40]=2)[CH:35]=[CH:34][CH:33]=1)[C:28](=[O:29])[C@@H:19]([NH:18][C:15](=[O:17])[CH2:14][N:2]([CH3:1])[NH:3][C:4](=[O:13])[NH:5][CH2:6][C:7]1[CH:8]=[CH:9][N:10]=[CH:11][CH:12]=1)[CH2:20][C:21]([O:23][C:24]([CH3:26])([CH3:27])[CH3:25])=[O:22])[CH3:50])[CH3:46].